Dataset: Full USPTO retrosynthesis dataset with 1.9M reactions from patents (1976-2016). Task: Predict the reactants needed to synthesize the given product. Given the product [NH2:50][CH2:49][C:48]([N:45]1[CH2:46][CH2:47][CH:42]([N:40]2[CH:41]=[C:37]([C:32]3[C:31]4[C:35](=[CH:36][C:28]([F:27])=[CH:29][CH:30]=4)[NH:34][CH:33]=3)[CH:38]=[N:39]2)[CH2:43][CH2:44]1)=[O:58], predict the reactants needed to synthesize it. The reactants are: CC1C(C2C3C(=CC(F)=CC=3)N(S(C3C=CC=CC=3)(=O)=O)C=2)=C(C)NN=1.[F:27][C:28]1[CH:36]=[C:35]2[C:31]([C:32]([C:37]3[CH:38]=[N:39][N:40]([CH:42]4[CH2:47][CH2:46][N:45]([C:48](=[O:58])[CH2:49][NH:50]C(=O)OC(C)(C)C)[CH2:44][CH2:43]4)[CH:41]=3)=[CH:33][NH:34]2)=[CH:30][CH:29]=1.